Task: Regression/Classification. Given a drug SMILES string, predict its toxicity properties. Task type varies by dataset: regression for continuous values (e.g., LD50, hERG inhibition percentage) or binary classification for toxic/non-toxic outcomes (e.g., AMES mutagenicity, cardiotoxicity, hepatotoxicity). Dataset: ld50_zhu.. Dataset: Acute oral toxicity (LD50) regression data from Zhu et al. (1) The drug is Cc1occc(=O)c1O. The rat oral LD50 is 1.95, given as -log10 of the dose in mol/kg body weight (higher means more acutely toxic). (2) The compound is Nc1ccc(S(N)(=O)=O)cc1. The rat oral LD50 is 1.65, given as -log10 of the dose in mol/kg body weight (higher means more acutely toxic). (3) The molecule is CCC1(C)C(=O)N(CC2CO2)C(=O)N1CC1CO1. The rat oral LD50 is 3.01, given as -log10 of the dose in mol/kg body weight (higher means more acutely toxic). (4) The rat oral LD50 is 2.70, given as -log10 of the dose in mol/kg body weight (higher means more acutely toxic). The molecule is c1ccc(C(c2ccccc2)N2CCNCC2)cc1. (5) The molecule is CCOP(=O)(OCC)SCN1C(=O)c2ccccc2C1=O. The rat oral LD50 is 4.48, given as -log10 of the dose in mol/kg body weight (higher means more acutely toxic). (6) The compound is COCC(C)=O. The rat oral LD50 is 1.01, given as -log10 of the dose in mol/kg body weight (higher means more acutely toxic). (7) The molecule is CN(C)C(=O)NC1CCCCCCC1. The rat oral LD50 is 2.12, given as -log10 of the dose in mol/kg body weight (higher means more acutely toxic). (8) The compound is CCC(C)OC(CBr)c1ccc(Cl)cc1. The rat oral LD50 is 3.07, given as -log10 of the dose in mol/kg body weight (higher means more acutely toxic).